From a dataset of Catalyst prediction with 721,799 reactions and 888 catalyst types from USPTO. Predict which catalyst facilitates the given reaction. (1) Reactant: [Cl:1][C:2]1[CH:3]=[C:4]([C:12]2[S:13][C:14]([C:17]3[C:18]([CH2:26][CH3:27])=[C:19]([CH2:23][CH:24]=O)[CH:20]=[CH:21][CH:22]=3)=[CH:15][N:16]=2)[CH:5]=[CH:6][C:7]=1[O:8][CH:9]([CH3:11])[CH3:10].C(O)(=O)C.C([O-])(=O)C.[Na+].[NH:37]1[CH2:42][CH2:41][CH:40]([C:43]([O:45][CH2:46][CH3:47])=[O:44])[CH2:39][CH2:38]1. Product: [Cl:1][C:2]1[CH:3]=[C:4]([C:12]2[S:13][C:14]([C:17]3[C:18]([CH2:26][CH3:27])=[C:19]([CH2:23][CH2:24][N:37]4[CH2:42][CH2:41][CH:40]([C:43]([O:45][CH2:46][CH3:47])=[O:44])[CH2:39][CH2:38]4)[CH:20]=[CH:21][CH:22]=3)=[CH:15][N:16]=2)[CH:5]=[CH:6][C:7]=1[O:8][CH:9]([CH3:11])[CH3:10]. The catalyst class is: 8. (2) Reactant: [Br:1][C:2]1[CH:8]=[C:7]([C:9]([C:11]2[CH:16]=[CH:15][C:14]([Cl:17])=[CH:13][CH:12]=2)=[O:10])[CH:6]=[CH:5][C:3]=1[NH2:4].CC1(C)[O:24][C:23](=O)[CH2:22][C:21](=[O:26])[O:20]1. Product: [Br:1][C:2]1[CH:8]=[C:7]([C:9]([C:11]2[CH:16]=[CH:15][C:14]([Cl:17])=[CH:13][CH:12]=2)=[O:10])[CH:6]=[CH:5][C:3]=1[NH:4][C:23]([CH2:22][C:21]([OH:26])=[O:20])=[O:24]. The catalyst class is: 11. (3) Reactant: [Br:1][C:2]1[C:3](Cl)=[N:4][C:5]([Cl:8])=[N:6][CH:7]=1.C(N(CC)CC)C.[NH2:17][CH2:18][CH2:19][C:20]([O:22][C:23]([CH3:26])([CH3:25])[CH3:24])=[O:21].Cl. Product: [CH3:24][C:23]([O:22][C:20](=[O:21])[CH2:19][CH2:18][NH:17][C:3]1[C:2]([Br:1])=[CH:7][N:6]=[C:5]([Cl:8])[N:4]=1)([CH3:26])[CH3:25]. The catalyst class is: 10.